From a dataset of Full USPTO retrosynthesis dataset with 1.9M reactions from patents (1976-2016). Predict the reactants needed to synthesize the given product. (1) Given the product [NH2:1][C:2]1[C:10]2[C:5](=[CH:6][CH:7]=[CH:8][C:9]=2[F:11])[C:4]([C:19]2[CH:20]=[C:21]([CH:28]([F:30])[F:29])[C:22](=[O:27])[N:23]([CH2:25][CH3:26])[CH:24]=2)([C:12]2[CH:17]=[CH:16][CH:15]=[C:14]([C:34]3[CH:35]=[N:36][CH:37]=[C:32]([F:31])[CH:33]=3)[CH:13]=2)[N:3]=1, predict the reactants needed to synthesize it. The reactants are: [NH2:1][C:2]1[C:10]2[C:5](=[CH:6][CH:7]=[CH:8][C:9]=2[F:11])[C:4]([C:19]2[CH:20]=[C:21]([CH:28]([F:30])[F:29])[C:22](=[O:27])[N:23]([CH2:25][CH3:26])[CH:24]=2)([C:12]2[CH:17]=[CH:16][CH:15]=[C:14](Br)[CH:13]=2)[N:3]=1.[F:31][C:32]1[CH:33]=[C:34](B(O)O)[CH:35]=[N:36][CH:37]=1.C(=O)([O-])[O-].[Cs+].[Cs+]. (2) Given the product [C:1]([O:5][C:6]([N:8]1[CH2:9][CH2:10][CH:11]([O:14][C:15]2[CH:23]=[CH:22][C:18]([CH2:19][OH:20])=[CH:17][CH:16]=2)[CH2:12][CH2:13]1)=[O:7])([CH3:4])([CH3:2])[CH3:3], predict the reactants needed to synthesize it. The reactants are: [C:1]([O:5][C:6]([N:8]1[CH2:13][CH2:12][CH:11]([O:14][C:15]2[CH:23]=[CH:22][C:18]([C:19](O)=[O:20])=[CH:17][CH:16]=2)[CH2:10][CH2:9]1)=[O:7])([CH3:4])([CH3:3])[CH3:2].C(N(CC)CC)C.ClC(OCC)=O.[BH4-].[Na+]. (3) The reactants are: [CH2:1]([C:8]1[C:9](I)=[N:10][C:11]2[C:16]([CH:17]=1)=[CH:15][CH:14]=[CH:13][CH:12]=2)[C:2]1[CH:7]=[CH:6][CH:5]=[CH:4][CH:3]=1.C([Mg]Cl)(C)C.[CH:24](=[O:28])[CH:25]([CH3:27])[CH3:26].C(OCC)(=O)C. Given the product [CH2:1]([C:8]1[C:9]([CH:24]([OH:28])[CH:25]([CH3:27])[CH3:26])=[N:10][C:11]2[C:16]([CH:17]=1)=[CH:15][CH:14]=[CH:13][CH:12]=2)[C:2]1[CH:7]=[CH:6][CH:5]=[CH:4][CH:3]=1, predict the reactants needed to synthesize it. (4) Given the product [O:19]([CH2:26][C:27]([NH:29][C:30]1[NH:31][C:32](=[O:70])[C:33]2[N:34]=[CH:35][N:36]([C:68]=2[N:69]=1)[C@@H:37]1[O:67][C@H:41]([CH2:42][O:43][C:44]([C:61]2[CH:66]=[CH:65][CH:64]=[CH:63][CH:62]=2)([C:45]2[CH:50]=[CH:49][C:48]([O:51][CH3:52])=[CH:47][CH:46]=2)[C:53]2[CH:54]=[CH:55][C:56]([O:59][CH3:60])=[CH:57][CH:58]=2)[C@@H:39]([O:40][P:8]([N:12]([CH:13]([CH3:14])[CH3:15])[CH:16]([CH3:17])[CH3:18])([O:9][CH2:91][CH2:90][O:89][CH2:88][CH2:87][O:86][C@@H:85]2[O:93][C@H:94]([CH2:105][O:106][C:107](=[O:109])[CH3:108])[C@@H:95]([O:101][C:102](=[O:104])[CH3:103])[C@H:96]([O:97][C:98](=[O:100])[CH3:99])[C@H:84]2[O:83][C:80](=[O:82])[CH3:81])=[O:10])[CH2:38]1)=[O:28])[C:20]1[CH:21]=[CH:22][CH:23]=[CH:24][CH:25]=1, predict the reactants needed to synthesize it. The reactants are: C(N([P:8]([N:12]([CH:16]([CH3:18])[CH3:17])[CH:13]([CH3:15])[CH3:14])(Cl)([O-:10])[O-:9])C(C)C)(C)C.[O:19]([CH2:26][C:27]([NH:29][C:30]1[NH:31][C:32](=[O:70])[C:33]2[N:34]=[CH:35][N:36]([C:68]=2[N:69]=1)[C@@H:37]1[O:67][C@H:41]([CH2:42][O:43][C:44]([C:61]2[CH:66]=[CH:65][CH:64]=[CH:63][CH:62]=2)([C:53]2[CH:58]=[CH:57][C:56]([O:59][CH3:60])=[CH:55][CH:54]=2)[C:45]2[CH:50]=[CH:49][C:48]([O:51][CH3:52])=[CH:47][CH:46]=2)[C@@H:39]([OH:40])[CH2:38]1)=[O:28])[C:20]1[CH:25]=[CH:24][CH:23]=[CH:22][CH:21]=1.C(N(C(C)C)C(C)C)C.[C:80]([O:83][C@@H:84]1[C@@H:96]([O:97][C:98](=[O:100])[CH3:99])[C@H:95]([O:101][C:102](=[O:104])[CH3:103])[C@@H:94]([CH2:105][O:106][C:107](=[O:109])[CH3:108])[O:93][C@H:85]1[O:86][CH2:87][CH2:88][O:89][CH2:90][CH2:91]O)(=[O:82])[CH3:81].N1C=NN=N1. (5) Given the product [Cl:16][C:17]1[CH:18]=[C:19]([C@H:24]2[C:33]3[C:28](=[CH:29][C:30]([I:34])=[CH:31][CH:32]=3)[C@@H:27]([N:35]([C:9]([O:11][C:12]([CH3:13])([CH3:14])[CH3:15])=[O:10])[CH3:36])[CH2:26][CH2:25]2)[CH:20]=[CH:21][C:22]=1[Cl:23], predict the reactants needed to synthesize it. The reactants are: [C:9](O[C:9]([O:11][C:12]([CH3:15])([CH3:14])[CH3:13])=[O:10])([O:11][C:12]([CH3:15])([CH3:14])[CH3:13])=[O:10].[Cl:16][C:17]1[CH:18]=[C:19]([C@H:24]2[C:33]3[C:28](=[CH:29][C:30]([I:34])=[CH:31][CH:32]=3)[C@@H:27]([NH:35][CH3:36])[CH2:26][CH2:25]2)[CH:20]=[CH:21][C:22]=1[Cl:23].C(N(C(C)C)CC)(C)C. (6) Given the product [F:1][C:2]1[CH:3]=[C:4]2[C:8](=[CH:9][C:10]=1[F:11])[N:7]([CH2:12][C:13]([OH:15])=[O:14])[CH:6]=[CH:5]2, predict the reactants needed to synthesize it. The reactants are: [F:1][C:2]1[CH:3]=[C:4]2[C:8](=[CH:9][C:10]=1[F:11])[N:7]([CH2:12][C:13]([O:15]CC)=[O:14])[CH:6]=[CH:5]2.CC(C)C(N1C=CC(C(F)(F)F)=N1)C(OCC)=O. (7) Given the product [Br:27][C:26]1[CH:25]=[C:24]([C:28]([F:31])([F:30])[F:29])[CH:23]=[C:19]2[C:18]=1[N:17]=[CH:33][N:16]([NH:15][C:5]1[CH:6]=[C:7]([O:10][C:11]([F:13])([F:14])[F:12])[CH:8]=[CH:9][C:4]=1[S:3][CH2:1][CH3:2])[C:20]2=[O:21], predict the reactants needed to synthesize it. The reactants are: [CH2:1]([S:3][C:4]1[CH:9]=[CH:8][C:7]([O:10][C:11]([F:14])([F:13])[F:12])=[CH:6][C:5]=1[NH:15][NH2:16])[CH3:2].[NH2:17][C:18]1[C:26]([Br:27])=[CH:25][C:24]([C:28]([F:31])([F:30])[F:29])=[CH:23][C:19]=1[C:20](O)=[O:21].N[C:33]1C(Br)=CC(C)=CC=1C(NNC1C=C(C#N)C=CC=1SCC)=O. (8) Given the product [CH2:5]([N:7]1[CH:11]=[C:10]([OH:12])[C:9]([C:1](=[O:2])[CH3:3])=[N:8]1)[CH3:6], predict the reactants needed to synthesize it. The reactants are: [CH:1]([CH:3]=O)=[O:2].[CH2:5]([NH:7][N:8]=[CH:9][C:10](=[O:12])[CH3:11])[CH3:6].